From a dataset of Full USPTO retrosynthesis dataset with 1.9M reactions from patents (1976-2016). Predict the reactants needed to synthesize the given product. Given the product [CH3:1][O:2][C:3]([N:5]([C:26]1[CH:31]=[CH:30][CH:29]=[CH:28][CH:27]=1)[NH:6][C:7]([C:9]1[C:18]2[C:13](=[CH:14][CH:15]=[CH:16][CH:17]=2)[N:12]=[C:11]([C:19]2[CH:20]=[CH:21][CH:22]=[CH:23][CH:24]=2)[C:10]=1[O:25][CH2:40][CH2:41][N:42]([CH3:44])[CH3:43])=[O:8])=[O:4], predict the reactants needed to synthesize it. The reactants are: [CH3:1][O:2][C:3]([N:5]([C:26]1[CH:31]=[CH:30][CH:29]=[CH:28][CH:27]=1)[NH:6][C:7]([C:9]1[C:18]2[C:13](=[CH:14][CH:15]=[CH:16][CH:17]=2)[N:12]=[C:11]([C:19]2[CH:24]=[CH:23][CH:22]=[CH:21][CH:20]=2)[C:10]=1[OH:25])=[O:8])=[O:4].C([O-])([O-])=O.[K+].[K+].Cl.Cl[CH2:40][CH2:41][N:42]([CH3:44])[CH3:43].[I-].[Na+].